This data is from Reaction yield outcomes from USPTO patents with 853,638 reactions. The task is: Predict the reaction yield, written as a fraction of the theoretical maximum amount of product (1.0 means a 100% yield; for example, 0.34 means a 34% yield). (1) The reactants are [Cl:1][C:2]1[S:6][C:5]([CH2:7][N:8]2[C:16]3[C:11](=[CH:12][CH:13]=[CH:14][CH:15]=3)[C:10](=O)[C:9]2=[O:18])=[CH:4][CH:3]=1.[F:19][C:20]([F:29])([F:28])[C:21]1[CH:22]=[C:23]([CH:25]=[CH:26][CH:27]=1)[NH2:24]. No catalyst specified. The product is [Cl:1][C:2]1[S:6][C:5]([CH2:7][N:8]2[C:16]3[C:11](=[CH:12][CH:13]=[CH:14][CH:15]=3)[C:10](=[N:24][C:23]3[CH:25]=[CH:26][CH:27]=[C:21]([C:20]([F:19])([F:28])[F:29])[CH:22]=3)[C:9]2=[O:18])=[CH:4][CH:3]=1. The yield is 0.610. (2) The catalyst is CCO. The product is [CH2:1]([C:8]1[N:13]=[N:12][C:11]([N:14]2[CH2:19][CH2:18][N:17]([C:20]3[CH:25]=[N:24][C:23]([CH:26]([OH:29])[CH2:27][OH:28])=[CH:22][N:21]=3)[C@H:16]([CH3:30])[CH2:15]2)=[C:10]([CH3:31])[C:9]=1[CH3:32])[C:2]1[CH:7]=[CH:6][CH:5]=[CH:4][CH:3]=1. The yield is 0.910. The reactants are [CH2:1]([C:8]1[N:13]=[N:12][C:11]([N:14]2[CH2:19][CH2:18][N:17]([C:20]3[CH:25]=[N:24][C:23]([C:26](=[O:29])[CH2:27][OH:28])=[CH:22][N:21]=3)[C@H:16]([CH3:30])[CH2:15]2)=[C:10]([CH3:31])[C:9]=1[CH3:32])[C:2]1[CH:7]=[CH:6][CH:5]=[CH:4][CH:3]=1.[BH4-].[Na+].Cl. (3) The reactants are [Br:1][C:2]1[CH:3]=[C:4]([N+:19]([O-])=O)[C:5]([NH:8][CH2:9][C:10]2[CH:15]=[CH:14][C:13]([O:16][CH2:17][CH3:18])=[CH:12][CH:11]=2)=[N:6][CH:7]=1.C(OCC)(=O)C.O1CCCC1.O.O.[Sn](Cl)Cl. The catalyst is C(=O)(O)[O-].[Na+]. The product is [Br:1][C:2]1[CH:3]=[C:4]([NH2:19])[C:5]([NH:8][CH2:9][C:10]2[CH:11]=[CH:12][C:13]([O:16][CH2:17][CH3:18])=[CH:14][CH:15]=2)=[N:6][CH:7]=1. The yield is 1.00. (4) The reactants are [F:1][C:2]1[C:3]([CH2:25][N:26](C)[C:27](=O)OC(C)(C)C)=[CH:4][N:5]([S:14]([C:17]2[CH:22]=[CH:21][C:20]([O:23][CH3:24])=[CH:19][N:18]=2)(=[O:16])=[O:15])[C:6]=1[C:7]1[C:8]([F:13])=[N:9][CH:10]=[CH:11][CH:12]=1.C(OCC)(=O)C.[ClH:41]. The product is [ClH:41].[F:1][C:2]1[C:3]([CH2:25][NH:26][CH3:27])=[CH:4][N:5]([S:14]([C:17]2[CH:22]=[CH:21][C:20]([O:23][CH3:24])=[CH:19][N:18]=2)(=[O:16])=[O:15])[C:6]=1[C:7]1[C:8]([F:13])=[N:9][CH:10]=[CH:11][CH:12]=1. The catalyst is C(OCC)(=O)C.CC(O)C. The yield is 0.880. (5) The reactants are Cl.Cl.[P:3]([OH:47])([OH:46])([O:5][CH2:6][CH2:7][N:8]([CH2:12][CH2:13][CH2:14][O:15][C:16]1[CH:25]=[C:24]2[C:19]([C:20]([NH:26][C:27]3[CH:31]=[C:30]([CH2:32][C:33]([NH:35][C:36]4[CH:41]=[CH:40][CH:39]=[C:38]([F:42])[C:37]=4[F:43])=[O:34])[NH:29][N:28]=3)=[N:21][CH:22]=[N:23]2)=[CH:18][C:17]=1[O:44][CH3:45])[CH2:9][CH2:10][CH3:11])=[O:4].C1CC2OC2CC1. The yield is 0.880. The product is [P:3]([OH:47])([OH:46])([O:5][CH2:6][CH2:7][N:8]([CH2:12][CH2:13][CH2:14][O:15][C:16]1[CH:25]=[C:24]2[C:19]([C:20]([NH:26][C:27]3[CH:31]=[C:30]([CH2:32][C:33]([NH:35][C:36]4[CH:41]=[CH:40][CH:39]=[C:38]([F:42])[C:37]=4[F:43])=[O:34])[NH:29][N:28]=3)=[N:21][CH:22]=[N:23]2)=[CH:18][C:17]=1[O:44][CH3:45])[CH2:9][CH2:10][CH3:11])=[O:4]. The catalyst is CO.